This data is from Catalyst prediction with 721,799 reactions and 888 catalyst types from USPTO. The task is: Predict which catalyst facilitates the given reaction. Reactant: [CH3:1][C:2]1[CH:3]=[C:4]([CH:37]=[CH:38][C:39]=1[CH3:40])[CH2:5][C:6]([CH2:17][C:18](=[O:36])[N:19]1[CH2:24][CH2:23][CH:22]([N:25]2[CH2:34][C:33]3[C:28](=[CH:29][CH:30]=[CH:31][CH:32]=3)[NH:27][C:26]2=[O:35])[CH2:21][CH2:20]1)(C(OCC)=O)[C:7]([O:9]CC)=[O:8].[OH-].[K+]. Product: [CH3:1][C:2]1[CH:3]=[C:4]([CH:37]=[CH:38][C:39]=1[CH3:40])[CH2:5][CH:6]([CH2:17][C:18](=[O:36])[N:19]1[CH2:24][CH2:23][CH:22]([N:25]2[CH2:34][C:33]3[C:28](=[CH:29][CH:30]=[CH:31][CH:32]=3)[NH:27][C:26]2=[O:35])[CH2:21][CH2:20]1)[C:7]([OH:9])=[O:8]. The catalyst class is: 88.